This data is from Full USPTO retrosynthesis dataset with 1.9M reactions from patents (1976-2016). The task is: Predict the reactants needed to synthesize the given product. (1) Given the product [CH2:1]([NH:3][C:4]([C:6]1[CH:7]=[C:8]2[C:13](=[CH:14][C:15]=1[O:16][CH2:31][CH:32]1[CH2:37][CH2:36][N:35]([CH3:38])[CH2:34][CH2:33]1)[N:12]=[CH:11][CH:10]=[C:9]2[O:17][C:18]1[CH:23]=[CH:22][C:21]([NH:24][C:25]([NH:27][CH3:28])=[O:26])=[C:20]([Cl:29])[CH:19]=1)=[O:5])[CH3:2], predict the reactants needed to synthesize it. The reactants are: [CH2:1]([NH:3][C:4]([C:6]1[CH:7]=[C:8]2[C:13](=[CH:14][C:15]=1[OH:16])[N:12]=[CH:11][CH:10]=[C:9]2[O:17][C:18]1[CH:23]=[CH:22][C:21]([NH:24][C:25]([NH:27][CH3:28])=[O:26])=[C:20]([Cl:29])[CH:19]=1)=[O:5])[CH3:2].Br[CH2:31][CH:32]1[CH2:37][CH2:36][N:35]([C:38](OC(C)(C)C)=O)[CH2:34][CH2:33]1.C(=O)([O-])[O-].[K+].[K+].C=O.C([BH3-])#N.[Na+]. (2) Given the product [CH3:20][CH2:21][O:22][C:23]([C@@H:25]([NH:34][C@H:35]([C:36]([N:1]1[C@H:2]([C:10]([OH:12])=[O:11])[CH2:3][C@@H:4]2[C@@H:9]1[CH2:8][CH2:7][CH2:6][CH2:5]2)=[O:37])[CH3:41])[CH2:26][CH2:27][C:28]1[CH:29]=[CH:30][CH:31]=[CH:32][CH:33]=1)=[O:24], predict the reactants needed to synthesize it. The reactants are: [NH:1]1[C@@H:9]2[C@H:4]([CH2:5][CH2:6][CH2:7][CH2:8]2)[CH2:3][C@H:2]1[C:10]([OH:12])=[O:11].C(N(CC)CC)C.[CH3:20][CH2:21][O:22][C:23]([CH:25]([N:34]1C(=O)O[C:36](=[O:37])[CH:35]1[CH3:41])[CH2:26][CH2:27][C:28]1[CH:33]=[CH:32][CH:31]=[CH:30][CH:29]=1)=[O:24].Cl. (3) Given the product [N:17]1[C:18]2[C:23](=[CH:22][CH:21]=[CH:20][CH:19]=2)[CH:24]=[CH:25][C:16]=1[CH2:15][O:1][C:2]1[CH:7]=[CH:6][C:5]([CH2:8][CH2:9][OH:10])=[CH:4][CH:3]=1, predict the reactants needed to synthesize it. The reactants are: [OH:1][C:2]1[CH:7]=[CH:6][C:5]([CH2:8][CH2:9][OH:10])=[CH:4][CH:3]=1.[OH-].[K+].Cl.Cl[CH2:15][C:16]1[CH:25]=[CH:24][C:23]2[C:18](=[CH:19][CH:20]=[CH:21][CH:22]=2)[N:17]=1.O. (4) Given the product [N+:1]([C:4]1[CH:5]=[C:6]2[C:11](=[CH:12][CH:13]=1)[N:10]=[C:9]([C:14]1[CH:19]=[CH:18][CH:17]=[C:16]([F:20])[CH:15]=1)[CH:8]=[C:7]2[N:23]([CH3:24])[CH3:22])([O-:3])=[O:2], predict the reactants needed to synthesize it. The reactants are: [N+:1]([C:4]1[CH:5]=[C:6]2[C:11](=[CH:12][CH:13]=1)[N:10]=[C:9]([C:14]1[CH:19]=[CH:18][CH:17]=[C:16]([F:20])[CH:15]=1)[CH:8]=[C:7]2Cl)([O-:3])=[O:2].[CH3:22][NH:23][CH3:24].O. (5) Given the product [F:25][CH:2]([F:1])[C:3]1[N:8]2[N:9]=[CH:10][C:11]([C:12]3[O:14][N:39]=[C:28]([C:29]4[CH:30]=[C:31]([S:35]([NH2:36])(=[O:37])=[O:38])[CH:32]=[CH:33][CH:34]=4)[N:27]=3)=[C:7]2[N:6]=[C:5]([C:15]2[CH:20]=[CH:19][C:18]([C:21]([F:23])([F:24])[F:22])=[CH:17][CH:16]=2)[CH:4]=1, predict the reactants needed to synthesize it. The reactants are: [F:1][CH:2]([F:25])[C:3]1[N:8]2[N:9]=[CH:10][C:11]([C:12]([OH:14])=O)=[C:7]2[N:6]=[C:5]([C:15]2[CH:20]=[CH:19][C:18]([C:21]([F:24])([F:23])[F:22])=[CH:17][CH:16]=2)[CH:4]=1.O[NH:27][C:28](=[NH:39])[C:29]1[CH:34]=[CH:33][CH:32]=[C:31]([S:35](=[O:38])(=[O:37])[NH2:36])[CH:30]=1. (6) Given the product [C:32]([O:31][C@H:29]([CH3:30])[C@H:25]([NH:24][C:22](=[O:23])[O:21][CH2:14][C:15]1[CH:16]=[CH:17][CH:18]=[CH:19][CH:20]=1)[CH2:26][OH:27])([CH3:35])([CH3:33])[CH3:34], predict the reactants needed to synthesize it. The reactants are: C1([NH2+]C2CCCCC2)CCCCC1.[CH2:14]([O:21][C:22]([NH:24][C@@H:25]([C@H:29]([O:31][C:32]([CH3:35])([CH3:34])[CH3:33])[CH3:30])[C:26]([O-])=[O:27])=[O:23])[C:15]1[CH:20]=[CH:19][CH:18]=[CH:17][CH:16]=1.ClC(OCC(C)C)=O.CN1CCOCC1. (7) Given the product [Br:1][CH:2]([CH2:7][O:15][CH3:13])[C:3]([O:5][CH3:6])=[O:4], predict the reactants needed to synthesize it. The reactants are: [Br:1][CH:2]([CH2:7]Br)[C:3]([O:5][CH3:6])=[O:4].C[O-].[Na+].[Na].[C:13](O)(=[O:15])C.